Dataset: Reaction yield outcomes from USPTO patents with 853,638 reactions. Task: Predict the reaction yield, written as a fraction of the theoretical maximum amount of product (1.0 means a 100% yield; for example, 0.34 means a 34% yield). (1) The reactants are [CH2:1]([O:3][C:4](=[O:30])[CH2:5][N:6]1[C:14]2[CH2:13][CH2:12][CH2:11][CH:10]([NH:15][S:16]([C:19]3[CH:24]=[C:23]([C:25]([F:28])([F:27])[F:26])[CH:22]=[C:21](F)[CH:20]=3)(=[O:18])=[O:17])[C:9]=2[CH:8]=[N:7]1)[CH3:2].[H-].[Na+].[CH2:33]([OH:35])[CH3:34].Cl. The catalyst is CN(C)C=O. The product is [CH2:1]([O:3][C:4](=[O:30])[CH2:5][N:6]1[C:14]2[CH2:13][CH2:12][CH2:11][CH:10]([NH:15][S:16]([C:19]3[CH:24]=[C:23]([C:25]([F:28])([F:26])[F:27])[CH:22]=[C:21]([O:35][CH2:33][CH3:34])[CH:20]=3)(=[O:18])=[O:17])[C:9]=2[CH:8]=[N:7]1)[CH3:2]. The yield is 0.780. (2) The reactants are [Cl:1][C:2]1[CH:18]=[CH:17][C:5]2[CH2:6][CH2:7][N:8]([C:11](=[O:16])[C:12]([F:15])([F:14])[F:13])[CH2:9][CH2:10][C:4]=2[C:3]=1OS(C(F)(F)F)(=O)=O.[F:27][C:28]1[CH:29]=[C:30]([C:34]#[CH:35])[CH:31]=[CH:32][CH:33]=1. No catalyst specified. The product is [Cl:1][C:2]1[CH:18]=[CH:17][C:5]2[CH2:6][CH2:7][N:8]([C:11](=[O:16])[C:12]([F:13])([F:15])[F:14])[CH2:9][CH2:10][C:4]=2[C:3]=1[C:35]#[C:34][C:30]1[CH:31]=[CH:32][CH:33]=[C:28]([F:27])[CH:29]=1. The yield is 0.640. (3) The reactants are [Cl:1][C:2]1[CH:7]=[CH:6][CH:5]=[CH:4][C:3]=1[N:8]1[C:12]([O:13][C:14]2[CH:19]=[CH:18][CH:17]=[CH:16][C:15]=2[N+:20]([O-])=O)=[CH:11][C:10]([CH3:23])=[N:9]1.O.[Cl-].[NH4+]. The catalyst is CCO.[Fe]. The product is [Cl:1][C:2]1[CH:7]=[CH:6][CH:5]=[CH:4][C:3]=1[N:8]1[C:12]([O:13][C:14]2[CH:19]=[CH:18][CH:17]=[CH:16][C:15]=2[NH2:20])=[CH:11][C:10]([CH3:23])=[N:9]1. The yield is 0.960. (4) The reactants are [Cl:1][C:2]1[CH:32]=[CH:31][C:5]2[NH:6][C:7]([C@@H:9]([NH:14][C:15](=[O:30])[C:16]3[CH:21]=[CH:20][C:19]([C:22]([N:24]4[CH2:28][CH2:27][CH2:26][CH2:25]4)=[O:23])=[C:18]([CH3:29])[CH:17]=3)[CH2:10][CH2:11][S:12][CH3:13])=[N:8][C:4]=2[CH:3]=1.ClC1C=C(C=CC=1)C(OO)=[O:38].ClCCl.C(O)C.ClCl. The catalyst is ClCCl. The product is [Cl:1][C:2]1[CH:32]=[CH:31][C:5]2[NH:6][C:7]([C@@H:9]([NH:14][C:15](=[O:30])[C:16]3[CH:21]=[CH:20][C:19]([C:22]([N:24]4[CH2:25][CH2:26][CH2:27][CH2:28]4)=[O:23])=[C:18]([CH3:29])[CH:17]=3)[CH2:10][CH2:11][S:12]([CH3:13])=[O:38])=[N:8][C:4]=2[CH:3]=1. The yield is 0.570. (5) The reactants are Br[C:2]1[C:3]([F:19])=[CH:4][C:5]2[O:11][CH2:10][CH2:9][N:8]3[CH:12]=[C:13]([C:15]([NH2:17])=[O:16])[N:14]=[C:7]3[C:6]=2[CH:18]=1.[F:20][C:21]1[C:22]([C:27]([OH:31])([C:29]#[CH:30])[CH3:28])=[N:23][CH:24]=[CH:25][CH:26]=1. No catalyst specified. The product is [F:19][C:3]1[C:2]([C:30]#[C:29][C:27]([C:22]2[C:21]([F:20])=[CH:26][CH:25]=[CH:24][N:23]=2)([OH:31])[CH3:28])=[CH:18][C:6]2[C:7]3[N:8]([CH:12]=[C:13]([C:15]([NH2:17])=[O:16])[N:14]=3)[CH2:9][CH2:10][O:11][C:5]=2[CH:4]=1. The yield is 0.180. (6) The reactants are [C:1]1([C:7]#[CH:8])[CH:6]=[CH:5][CH:4]=[CH:3][CH:2]=1.C([Li])CCC.C(#N)[C:15]1[CH:20]=[CH:19][CH:18]=[CH:17][CH:16]=1.CN(C)CCN(C)C.CCCCCCCCCCCCC. The catalyst is C1COCC1.[Zn+2].[Br-].[Br-]. The product is [C:1]1([C:7]#[C:8][C:15]2[CH:20]=[CH:19][CH:18]=[CH:17][CH:16]=2)[CH:6]=[CH:5][CH:4]=[CH:3][CH:2]=1. The yield is 0.700. (7) The reactants are C[O:2][C:3]([C:5]1[C:6]([C:10]2[CH:15]=[CH:14][CH:13]=[CH:12][CH:11]=2)=[N:7][O:8][CH:9]=1)=O.C(OC(C1C(C2C=CC=CC=2F)=NOC=1C)=O)C. No catalyst specified. The product is [C:10]1([C:6]2[C:5]([CH2:3][OH:2])=[CH:9][O:8][N:7]=2)[CH:11]=[CH:12][CH:13]=[CH:14][CH:15]=1. The yield is 0.610. (8) The reactants are [OH:1][C:2]1[C:3]([N+:8]([O-:10])=[O:9])=[N:4][CH:5]=[CH:6][CH:7]=1.C[O-].[Na+].[Br:14]Br. The catalyst is CO. The product is [Br:14][C:5]1[CH:6]=[CH:7][C:2]([OH:1])=[C:3]([N+:8]([O-:10])=[O:9])[N:4]=1. The yield is 0.960.